This data is from Catalyst prediction with 721,799 reactions and 888 catalyst types from USPTO. The task is: Predict which catalyst facilitates the given reaction. (1) Reactant: C([O:3][C:4](=O)[CH2:5][NH:6][C:7]1[C:12]([N+:13]([O-])=O)=[CH:11][C:10]([I:16])=[CH:9][N:8]=1)C. Product: [I:16][C:10]1[CH:9]=[N:8][C:7]2[NH:6][CH2:5][C:4](=[O:3])[NH:13][C:12]=2[CH:11]=1. The catalyst class is: 8. (2) Reactant: [CH3:1][C:2]([CH3:37])([CH3:36])[C:3]([NH:5][C:6]1[CH:35]=[CH:34][CH:33]=[CH:32][C:7]=1[C:8]([NH:10][CH:11]([C:13]1[N:18]=[N:17][C:16]([NH:19][C:20]2[CH:25]=[C:24]([O:26][CH3:27])[C:23]([O:28][CH3:29])=[C:22]([O:30][CH3:31])[CH:21]=2)=[N:15][CH:14]=1)[CH3:12])=O)=[O:4].P(Cl)(Cl)(Cl)=O. Product: [CH3:1][C:2]([CH3:37])([CH3:36])[C:3]([NH:5][C:6]1[CH:35]=[CH:34][CH:33]=[CH:32][C:7]=1[C:8]1[N:18]2[C:13]([CH:14]=[N:15][C:16]([NH:19][C:20]3[CH:25]=[C:24]([O:26][CH3:27])[C:23]([O:28][CH3:29])=[C:22]([O:30][CH3:31])[CH:21]=3)=[N:17]2)=[C:11]([CH3:12])[N:10]=1)=[O:4]. The catalyst class is: 26. (3) Reactant: [I:1][C:2]1[CH:7]=[CH:6][C:5]([N:8]2[CH2:11][C:10]3([CH2:14][NH:13][CH2:12]3)[CH2:9]2)=[CH:4][CH:3]=1.[O:15]1[CH2:18][C:17](=O)[CH2:16]1.[BH-](OC(C)=O)(OC(C)=O)OC(C)=O.[Na+]. Product: [I:1][C:2]1[CH:3]=[CH:4][C:5]([N:8]2[CH2:9][C:10]3([CH2:14][N:13]([CH:17]4[CH2:18][O:15][CH2:16]4)[CH2:12]3)[CH2:11]2)=[CH:6][CH:7]=1. The catalyst class is: 478.